From a dataset of Forward reaction prediction with 1.9M reactions from USPTO patents (1976-2016). Predict the product of the given reaction. (1) Given the reactants [NH:1]1[CH2:6][CH2:5][CH:4]([NH:7][C:8](=[O:14])[O:9][C:10]([CH3:13])([CH3:12])[CH3:11])[CH2:3][CH2:2]1.N1C=CC=CC=1.[Br:21][CH2:22][CH2:23][CH2:24][C:25](Cl)=[O:26], predict the reaction product. The product is: [Br:21][CH2:22][CH2:23][CH2:24][C:25]([N:1]1[CH2:2][CH2:3][CH:4]([NH:7][C:8](=[O:14])[O:9][C:10]([CH3:11])([CH3:13])[CH3:12])[CH2:5][CH2:6]1)=[O:26]. (2) Given the reactants [CH3:1][O:2][C:3](=[O:24])[C@@H:4]([N:8]1[C:14](=[O:15])[CH2:13][CH2:12][N:11]([C:16]2[CH:21]=[CH:20][C:19]([Cl:22])=[C:18]([Cl:23])[CH:17]=2)[CH2:10][CH2:9]1)[CH2:5][CH:6]=O.[CH2:25]1[C:27]2([CH2:32][CH2:31][NH:30][CH2:29][C@H:28]2[OH:33])[CH2:26]1, predict the reaction product. The product is: [ClH:22].[CH3:1][O:2][C:3](=[O:24])[C@@H:4]([N:8]1[C:14](=[O:15])[CH2:13][CH2:12][N:11]([C:16]2[CH:21]=[CH:20][C:19]([Cl:22])=[C:18]([Cl:23])[CH:17]=2)[CH2:10][CH2:9]1)[CH2:5][CH2:6][N:30]1[CH2:31][CH2:32][C:27]2([CH2:25][CH2:26]2)[C@H:28]([OH:33])[CH2:29]1. (3) Given the reactants [N+:1]([C:4]1[CH:5]=[CH:6][CH:7]=[C:8]2[C:13]=1[N:12]=[CH:11][CH:10]=[C:9]2[O:14][C:15]1[CH:20]=[CH:19][C:18]([C:21]([F:24])([F:23])[F:22])=[CH:17][CH:16]=1)([O-])=O.[NH4+].[Cl-], predict the reaction product. The product is: [F:24][C:21]([F:22])([F:23])[C:18]1[CH:19]=[CH:20][C:15]([O:14][C:9]2[C:8]3[C:13](=[C:4]([NH2:1])[CH:5]=[CH:6][CH:7]=3)[N:12]=[CH:11][CH:10]=2)=[CH:16][CH:17]=1. (4) Given the reactants Cl.[Cl:2][C:3]1[C:4]([S:11][CH3:12])=[C:5]([NH:9]N)[CH:6]=[CH:7][CH:8]=1.O.Cl.[NH:15]1[CH2:20][CH2:19][C:18](=O)[CH2:17][CH2:16]1.Cl, predict the reaction product. The product is: [ClH:2].[Cl:2][C:3]1[CH:8]=[CH:7][C:6]2[C:17]3[CH2:16][NH:15][CH2:20][CH2:19][C:18]=3[NH:9][C:5]=2[C:4]=1[S:11][CH3:12]. (5) Given the reactants [CH3:1][C:2]1[CH:7]=[CH:6][C:5]([C:8]2[CH:12]=[CH:11][NH:10][N:9]=2)=[CH:4][C:3]=1[CH2:13][NH:14][C:15](=[O:18])[O:16][CH3:17].Br[C:20]1[CH:25]=[CH:24][C:23]([O:26][CH3:27])=[CH:22][C:21]=1[CH3:28].C(=O)([O-])[O-].[K+].[K+].CNC1CCCCC1NC, predict the reaction product. The product is: [CH3:27][O:26][C:23]1[CH:24]=[CH:25][C:20]([N:10]2[CH:11]=[CH:12][C:8]([C:5]3[CH:6]=[CH:7][C:2]([CH3:1])=[C:3]([CH2:13][NH:14][C:15](=[O:18])[O:16][CH3:17])[CH:4]=3)=[N:9]2)=[C:21]([CH3:28])[CH:22]=1.